The task is: Predict which catalyst facilitates the given reaction.. This data is from Catalyst prediction with 721,799 reactions and 888 catalyst types from USPTO. (1) Product: [CH2:1]([C:3]1[C:8](=[O:9])[NH:7][C:6]([CH3:10])=[C:5]([C:11]2[S:15][C:14]([S:16]([N:29]3[CH2:30][CH2:31][N:26]([C:20]4[CH:25]=[CH:24][CH:23]=[CH:22][CH:21]=4)[CH2:27][CH2:28]3)(=[O:18])=[O:17])=[CH:13][CH:12]=2)[CH:4]=1)[CH3:2]. Reactant: [CH2:1]([C:3]1[C:8](=[O:9])[NH:7][C:6]([CH3:10])=[C:5]([C:11]2[S:15][C:14]([S:16](Cl)(=[O:18])=[O:17])=[CH:13][CH:12]=2)[CH:4]=1)[CH3:2].[C:20]1([N:26]2[CH2:31][CH2:30][NH:29][CH2:28][CH2:27]2)[CH:25]=[CH:24][CH:23]=[CH:22][CH:21]=1.C(OCC)(=O)C. The catalyst class is: 2. (2) Reactant: C([O:5][C:6](=[O:47])[CH2:7][O:8][C:9]1[CH:14]=[CH:13][C:12]([CH:15]=[C:16]([NH:30][C:31](=[O:38])[C:32]2[CH:37]=[CH:36][CH:35]=[CH:34][CH:33]=2)[C:17](=[O:29])[NH:18][CH2:19][CH2:20][CH2:21][CH2:22][C:23]2[CH:28]=[CH:27][CH:26]=[CH:25][CH:24]=2)=[CH:11][C:10]=1[O:39]CC1C=CC=CC=1)(C)(C)C.[H][H]. Product: [C:31]([NH:30][CH:16]([C:17](=[O:29])[NH:18][CH2:19][CH2:20][CH2:21][CH2:22][C:23]1[CH:28]=[CH:27][CH:26]=[CH:25][CH:24]=1)[CH2:15][C:12]1[CH:13]=[CH:14][C:9]([O:8][CH2:7][C:6]([OH:47])=[O:5])=[C:10]([OH:39])[CH:11]=1)(=[O:38])[C:32]1[CH:37]=[CH:36][CH:35]=[CH:34][CH:33]=1. The catalyst class is: 723. (3) Reactant: [CH2:1]([N:8]1[C:17]2[C:12](=[CH:13][CH:14]=[CH:15][N:16]=2)[CH:11]=[C:10]([C:18](OC2CCCC(=O)C=2)=[O:19])[C:9]1=[O:28])[C:2]1[CH:7]=[CH:6][CH:5]=[CH:4][CH:3]=1.C(N(CC)CC)C.C[C:37]([CH3:41])([OH:40])[C:38]#N.[C:42](O)(=O)[CH2:43][C:44](CC(O)=O)(C(O)=O)[OH:45]. Product: [CH2:1]([N:8]1[C:17]2[C:12](=[CH:13][CH:14]=[CH:15][N:16]=2)[CH:11]=[C:10]([C:18]([C:38]2[C:44](=[O:45])[CH2:43][CH2:42][CH2:41][C:37]=2[OH:40])=[O:19])[C:9]1=[O:28])[C:2]1[CH:3]=[CH:4][CH:5]=[CH:6][CH:7]=1. The catalyst class is: 4. (4) Reactant: [Br:1][C:2]1[CH:3]=[C:4]([OH:9])[C:5]([Cl:8])=[N:6][CH:7]=1.C(=O)([O-])[O-].[Cs+].[Cs+].Cl[CH2:17][C:18]#[N:19]. Product: [Br:1][C:2]1[CH:3]=[C:4]([O:9][CH2:17][C:18]#[N:19])[C:5]([Cl:8])=[N:6][CH:7]=1. The catalyst class is: 3. (5) Reactant: Cl.[NH:2]([C:4]1[CH:12]=[CH:11][CH:10]=[CH:9][C:5]=1[C:6]([OH:8])=[O:7])N.[C:13]1(=O)[CH2:17][CH2:16][CH2:15][CH2:14]1.OS(O)(=O)=O. Product: [CH2:15]1[C:14]2[C:12]3[C:4](=[C:5]([C:6]([OH:8])=[O:7])[CH:9]=[CH:10][CH:11]=3)[NH:2][C:13]=2[CH2:17][CH2:16]1. The catalyst class is: 12. (6) Reactant: [CH:1]([N:14]1[CH2:17][CH:16]([OH:18])[CH2:15]1)([C:8]1[CH:13]=[CH:12][CH:11]=[CH:10][CH:9]=1)[C:2]1[CH:7]=[CH:6][CH:5]=[CH:4][CH:3]=1.[H-].[Na+].[CH3:21]I. Product: [CH:1]([N:14]1[CH2:17][CH:16]([O:18][CH3:21])[CH2:15]1)([C:8]1[CH:13]=[CH:12][CH:11]=[CH:10][CH:9]=1)[C:2]1[CH:3]=[CH:4][CH:5]=[CH:6][CH:7]=1. The catalyst class is: 2.